Dataset: Catalyst prediction with 721,799 reactions and 888 catalyst types from USPTO. Task: Predict which catalyst facilitates the given reaction. Reactant: CN(C)[CH:3]=[O:4].[NH2:6][C:7](=[NH:37])[C:8]1[CH:36]=[CH:35][C:11]([O:12][CH2:13][CH2:14][CH2:15][CH:16]2[CH2:21][CH2:20][N:19]([CH2:22][CH2:23][CH2:24][O:25][C:26]3[CH:34]=[CH:33][C:29]([C:30]([NH2:32])=[NH:31])=[CH:28][CH:27]=3)[CH2:18][CH2:17]2)=[CH:10][CH:9]=1.[C:38]([O-:41])(=O)[CH3:39].[C:42](=O)([O-])[O-].[K+].[K+]. Product: [C:38]([N:31]=[C:30]([NH2:32])[C:29]1[CH:28]=[CH:27][C:26]([O:25][CH2:24][CH2:23][CH2:22][N:19]2[CH2:20][CH2:21][CH:16]([CH2:15][CH2:14][CH2:13][O:12][C:11]3[CH:35]=[CH:36][C:8]([C:7](=[N:6][C:3](=[O:4])[CH3:42])[NH2:37])=[CH:9][CH:10]=3)[CH2:17][CH2:18]2)=[CH:34][CH:33]=1)(=[O:41])[CH3:39]. The catalyst class is: 22.